Regression/Classification. Given a drug SMILES string, predict its absorption, distribution, metabolism, or excretion properties. Task type varies by dataset: regression for continuous measurements (e.g., permeability, clearance, half-life) or binary classification for categorical outcomes (e.g., BBB penetration, CYP inhibition). Dataset: rlm. From a dataset of Rat liver microsome stability data. (1) The molecule is O=C(O)c1c(O)c(Cc2cccc(Cl)c2)nc2c3c(ccc12)CCCC3. The result is 1 (stable in rat liver microsomes). (2) The drug is CC(=O)NC(c1cccs1)c1cc(Br)c2cccnc2c1O. The result is 1 (stable in rat liver microsomes). (3) The drug is CCOc1ccc(C2C(C(=O)Nc3ccccc3OC)=C(C)Nc3c(C(=O)Nc4cccc(C)c4)cnn32)cc1. The result is 1 (stable in rat liver microsomes). (4) The drug is COc1cccc(-c2ccc(COC3CN(C#N)C3)cc2)c1. The result is 1 (stable in rat liver microsomes). (5) The molecule is CCCCCCCC/C=C\CCCCCCCC(=O)NCCO. The result is 1 (stable in rat liver microsomes). (6) The drug is Cc1ncc(C(=O)Nc2ccc(-c3cccc(S(=O)(=O)C4CC4)c3)cn2)cn1. The result is 0 (unstable in rat liver microsomes).